The task is: Predict which catalyst facilitates the given reaction.. This data is from Catalyst prediction with 721,799 reactions and 888 catalyst types from USPTO. (1) Reactant: [Cl:1][C:2]1[CH:9]=[CH:8][C:5]([CH2:6][NH2:7])=[CH:4][CH:3]=1.[OH:10][C:11]1[C:16]2[CH:17]=[CH:18][S:19][C:15]=2[CH:14]=[CH:13][C:12]=1[C:20](OC)=[O:21]. Product: [Cl:1][C:2]1[CH:9]=[CH:8][C:5]([CH2:6][NH:7][C:20]([C:12]2[CH:13]=[CH:14][C:15]3[S:19][CH:18]=[CH:17][C:16]=3[C:11]=2[OH:10])=[O:21])=[CH:4][CH:3]=1. The catalyst class is: 370. (2) Reactant: Br[C:2]1[CH:27]=[CH:26][C:5]([CH2:6][O:7][C:8]2[CH:17]=[CH:16][CH:15]=[C:14]3[C:9]=2[CH:10]=[CH:11][C:12]([NH:18][S:19]([C:22]([F:25])([F:24])[F:23])(=[O:21])=[O:20])=[CH:13]3)=[CH:4][CH:3]=1.[F:28][C:29]1[CH:34]=[CH:33][C:32](B(O)O)=[CH:31][CH:30]=1. Product: [F:28][C:29]1[CH:34]=[CH:33][C:32]([C:2]2[CH:3]=[CH:4][C:5]([CH2:6][O:7][C:8]3[CH:17]=[CH:16][CH:15]=[C:14]4[C:9]=3[CH:10]=[CH:11][C:12]([NH:18][S:19]([C:22]([F:23])([F:25])[F:24])(=[O:21])=[O:20])=[CH:13]4)=[CH:26][CH:27]=2)=[CH:31][CH:30]=1. The catalyst class is: 16.